Task: Regression. Given a peptide amino acid sequence and an MHC pseudo amino acid sequence, predict their binding affinity value. This is MHC class I binding data.. Dataset: Peptide-MHC class I binding affinity with 185,985 pairs from IEDB/IMGT (1) The peptide sequence is MVFVELPSK. The MHC is HLA-A03:01 with pseudo-sequence HLA-A03:01. The binding affinity (normalized) is 0.573. (2) The peptide sequence is FIIFLFILL. The MHC is HLA-A68:02 with pseudo-sequence HLA-A68:02. The binding affinity (normalized) is 0.148. (3) The MHC is HLA-A02:03 with pseudo-sequence HLA-A02:03. The peptide sequence is KTDGAVTSPL. The binding affinity (normalized) is 0.446. (4) The peptide sequence is KSLFNTVAVLY. The MHC is HLA-A26:01 with pseudo-sequence HLA-A26:01. The binding affinity (normalized) is 0.0847. (5) The peptide sequence is WESGAVLCV. The MHC is HLA-A68:02 with pseudo-sequence HLA-A68:02. The binding affinity (normalized) is 0.348. (6) The peptide sequence is RTLLGLILFV. The MHC is HLA-A68:02 with pseudo-sequence HLA-A68:02. The binding affinity (normalized) is 0.134. (7) The peptide sequence is MPNMLRIMA. The MHC is HLA-B15:01 with pseudo-sequence HLA-B15:01. The binding affinity (normalized) is 0.0598.